Dataset: Peptide-MHC class II binding affinity with 134,281 pairs from IEDB. Task: Regression. Given a peptide amino acid sequence and an MHC pseudo amino acid sequence, predict their binding affinity value. This is MHC class II binding data. (1) The MHC is H-2-IAb with pseudo-sequence H-2-IAb. The binding affinity (normalized) is 0.130. The peptide sequence is NSVIQALTSLGLLYT. (2) The peptide sequence is NGDGDVVAVDIKEKG. The MHC is HLA-DQA10501-DQB10301 with pseudo-sequence HLA-DQA10501-DQB10301. The binding affinity (normalized) is 0.495. (3) The peptide sequence is AAGDGNIVAVDIKPK. The MHC is HLA-DQA10501-DQB10301 with pseudo-sequence HLA-DQA10501-DQB10301. The binding affinity (normalized) is 0.701. (4) The peptide sequence is GSKCVRDGSGGFMYI. The MHC is DRB1_0101 with pseudo-sequence DRB1_0101. The binding affinity (normalized) is 0.399. (5) The peptide sequence is KLVLNIKYTRPGDSL. The MHC is DRB1_0101 with pseudo-sequence DRB1_0101. The binding affinity (normalized) is 0.150. (6) The peptide sequence is KAAVAAAASVPAADK. The MHC is HLA-DPA10301-DPB10402 with pseudo-sequence HLA-DPA10301-DPB10402. The binding affinity (normalized) is 0. (7) The peptide sequence is VRYTTEGGTKTEAEDVIPEG. The MHC is DRB1_0405 with pseudo-sequence DRB1_0405. The binding affinity (normalized) is 0.346.